Task: Predict the reactants needed to synthesize the given product.. Dataset: Full USPTO retrosynthesis dataset with 1.9M reactions from patents (1976-2016) Given the product [C:1]12([CH2:8][OH:9])[CH2:7][CH:6]1[CH2:5][CH2:4][CH2:3][CH2:2]2, predict the reactants needed to synthesize it. The reactants are: [C:1]12([C:8](O)=[O:9])[CH2:7][CH:6]1[CH2:5][CH2:4][CH2:3][CH2:2]2.B.O1CCCC1.